From a dataset of Reaction yield outcomes from USPTO patents with 853,638 reactions. Predict the reaction yield, written as a fraction of the theoretical maximum amount of product (1.0 means a 100% yield; for example, 0.34 means a 34% yield). (1) The reactants are [CH2:1]([O:3][C:4]1[CH:5]=[C:6]([CH:12]=[CH:13][C:14]=1[N+:15]([O-])=O)[C:7]([NH:9][CH2:10][CH3:11])=[O:8])[CH3:2]. The catalyst is C(O)C.[Pd]. The product is [NH2:15][C:14]1[CH:13]=[CH:12][C:6]([C:7]([NH:9][CH2:10][CH3:11])=[O:8])=[CH:5][C:4]=1[O:3][CH2:1][CH3:2]. The yield is 0.840. (2) The reactants are CC([O-])(C)C.[K+].CC1C=CC(S([CH2:17][N+:18]#[C-])(=O)=O)=CC=1.[CH2:20]([O:27][C:28]1[CH:29]=[C:30]([CH:33]=[CH:34][C:35]=1[O:36][CH3:37])[CH:31]=O)[C:21]1[CH:26]=[CH:25][CH:24]=[CH:23][CH:22]=1.CO. The catalyst is C1COCC1.O. The product is [CH2:20]([O:27][C:28]1[CH:29]=[C:30]([CH2:31][C:17]#[N:18])[CH:33]=[CH:34][C:35]=1[O:36][CH3:37])[C:21]1[CH:26]=[CH:25][CH:24]=[CH:23][CH:22]=1. The yield is 0.480. (3) The reactants are [H-].[Na+].[Cl:3][C:4]1[C:12]2[NH:11][C:10]3[CH2:13][CH2:14][N:15]([C:18]([O:20][C:21]([CH3:24])([CH3:23])[CH3:22])=[O:19])[CH2:16][CH2:17][C:9]=3[C:8]=2[CH:7]=[C:6]([Cl:25])[CH:5]=1.Br[CH2:27][CH2:28][O:29][C:30]1[CH:35]=[CH:34][CH:33]=[CH:32][CH:31]=1. The catalyst is CN(C=O)C. The product is [Cl:3][C:4]1[C:12]2[N:11]([CH2:27][CH2:28][O:29][C:30]3[CH:35]=[CH:34][CH:33]=[CH:32][CH:31]=3)[C:10]3[CH2:13][CH2:14][N:15]([C:18]([O:20][C:21]([CH3:22])([CH3:24])[CH3:23])=[O:19])[CH2:16][CH2:17][C:9]=3[C:8]=2[CH:7]=[C:6]([Cl:25])[CH:5]=1. The yield is 0.770. (4) The reactants are Br[C:2]1[C:3]([F:10])=[CH:4][C:5]([CH3:9])=[C:6]([CH:8]=1)[NH2:7].[C:11]([Cu])#[N:12]. The catalyst is CN1C(=O)CCC1.[Cu]I. The product is [NH2:7][C:6]1[C:5]([CH3:9])=[CH:4][C:3]([F:10])=[C:2]([CH:8]=1)[C:11]#[N:12]. The yield is 0.360. (5) The reactants are [CH3:1]NN.[Cl:4][C:5]1[CH:10]=[CH:9][C:8]([NH:11][C:12]([NH:14][C:15]2[CH:20]=[CH:19][C:18]([OH:21])=[C:17]([C:22]3[N:23](C)[N:24]=[CH:25][CH:26]=3)[CH:16]=2)=[O:13])=[CH:7][CH:6]=1. The catalyst is N1C=CC=CC=1. The yield is 0.120. The product is [Cl:4][C:5]1[CH:10]=[CH:9][C:8]([NH:11][C:12]([NH:14][C:15]2[CH:20]=[CH:19][C:18]([OH:21])=[C:17]([C:22]3[CH:26]=[CH:25][N:24]([CH3:1])[N:23]=3)[CH:16]=2)=[O:13])=[CH:7][CH:6]=1. (6) The reactants are [OH:1][C@H:2]1[CH2:19][CH2:18][C@@:17]2([CH3:20])[CH:4]([NH:5][C:6](=[O:22])[C@@H:7]3[C@@H:16]2[CH2:15][CH2:14][C@@:12]2([CH3:13])[C@H:8]3[CH2:9][CH2:10][C:11]2=[O:21])[CH2:3]1.C[Si](C)(C(C)(C)C)O[C@H]1CC[C@@]2(C)C(C(=O)C[C@@H]3[C@@H]2CC[C@@]2(C)[C@H]3CC[C@@H]2O[Si](C)(C)C(C)(C)C)C1.C[Si](C)(C(C)(C)C)O[C@@H]1CC[C@@]2(C)C(C(=O)C[C@@H]3[C@@H]2CC[C@@]2(C)[C@H]3CC[C@@H]2O[Si](C)(C)C(C)(C)C)C1. No catalyst specified. The product is [CH3:13][C@:12]12[CH2:14][CH2:15][C@H:16]3[C@@H:7]([C:6](=[O:22])[NH:5][CH:4]4[C@:17]3([CH3:20])[CH2:18][CH2:19][C:2](=[O:1])[CH2:3]4)[C@@H:8]1[CH2:9][CH2:10][C:11]2=[O:21]. The yield is 0.750. (7) The reactants are [F:1][C:2]1[CH:7]=[CH:6][C:5]([CH:8]2[CH:17]([C:18]3[N:19]([CH3:23])[CH:20]=[CH:21][N:22]=3)[C:16](=O)[C:15]3[C:14]([C:25]([O:27]CC)=O)=[CH:13][CH:12]=[CH:11][C:10]=3[NH:9]2)=[CH:4][CH:3]=1.O.[NH2:31][NH2:32]. The catalyst is CO. The product is [F:1][C:2]1[CH:3]=[CH:4][C:5]([CH:8]2[NH:9][C:10]3[C:15]4[C:16](=[N:31][NH:32][C:25](=[O:27])[C:14]=4[CH:13]=[CH:12][CH:11]=3)[CH:17]2[C:18]2[N:19]([CH3:23])[CH:20]=[CH:21][N:22]=2)=[CH:6][CH:7]=1. The yield is 0.190. (8) The reactants are [Cl:1][C:2]1[O:6][C:5]([C:7]([OH:9])=O)=[CH:4][C:3]=1[C:10]1[N:14]([CH3:15])[N:13]=[CH:12][C:11]=1[Cl:16].[NH2:17][C@@H:18]([CH2:31][C:32]1[CH:37]=[CH:36][C:35]([F:38])=[CH:34][C:33]=1F)[CH2:19][N:20]1[C:28](=[O:29])[C:27]2[C:22](=[CH:23][CH:24]=[CH:25][CH:26]=2)[C:21]1=[O:30].C(N(CC)C(C)C)(C)C.[F:49][P-](F)(F)(F)(F)F.Br[P+](N1CCCC1)(N1CCCC1)N1CCCC1. The catalyst is C(Cl)Cl. The product is [Cl:1][C:2]1[O:6][C:5]([C:7]([NH:17][C@H:18]([CH2:19][N:20]2[C:28](=[O:29])[C:27]3[C:22](=[CH:23][CH:24]=[CH:25][CH:26]=3)[C:21]2=[O:30])[CH2:31][C:32]2[CH:37]=[CH:36][C:35]([F:38])=[C:34]([F:49])[CH:33]=2)=[O:9])=[CH:4][C:3]=1[C:10]1[N:14]([CH3:15])[N:13]=[CH:12][C:11]=1[Cl:16]. The yield is 0.710. (9) The catalyst is O1CCCC1. The product is [C:42]1([CH:19]([C:13]2[CH:18]=[CH:17][CH:16]=[CH:15][CH:14]=2)[CH2:20][CH2:21][N:22]([CH:36]2[CH2:37][CH2:38][N:39]([S:9]([C:6]3[CH:7]=[CH:8][C:3]([O:2][CH3:1])=[CH:4][CH:5]=3)(=[O:11])=[O:10])[CH2:40][CH2:41]2)[C:23]([NH:25][C:26]2[CH:31]=[CH:30][CH:29]=[C:28]([C:32]([F:34])([F:33])[F:35])[CH:27]=2)=[O:24])[CH:47]=[CH:46][CH:45]=[CH:44][CH:43]=1. The yield is 0.560. The reactants are [CH3:1][O:2][C:3]1[CH:8]=[CH:7][C:6]([S:9](Cl)(=[O:11])=[O:10])=[CH:5][CH:4]=1.[C:13]1([CH:19]([C:42]2[CH:47]=[CH:46][CH:45]=[CH:44][CH:43]=2)[CH2:20][CH2:21][N:22]([CH:36]2[CH2:41][CH2:40][NH:39][CH2:38][CH2:37]2)[C:23]([NH:25][C:26]2[CH:31]=[CH:30][CH:29]=[C:28]([C:32]([F:35])([F:34])[F:33])[CH:27]=2)=[O:24])[CH:18]=[CH:17][CH:16]=[CH:15][CH:14]=1. (10) The reactants are FC(F)(F)S(O[C:7]1[CH:12]=[CH:11][CH:10]=[C:9]([S:13]([C:16]2([CH3:31])[CH2:21][CH2:20][O:19][CH:18]([C:22]3[CH:27]=[CH:26][C:25]([S:28][CH3:29])=[CH:24][C:23]=3[F:30])[CH2:17]2)(=[O:15])=[O:14])[CH:8]=1)(=O)=O.C(=O)([O-])[O-].[Cs+].[Cs+].[CH:40]1(B(O)O)[CH2:42][CH2:41]1.C(Cl)Cl. The catalyst is C1(C)C=CC=CC=1.O. The product is [CH:40]1([C:7]2[CH:8]=[C:9]([S:13]([C:16]3([CH3:31])[CH2:21][CH2:20][O:19][CH:18]([C:22]4[CH:27]=[CH:26][C:25]([S:28][CH3:29])=[CH:24][C:23]=4[F:30])[CH2:17]3)(=[O:14])=[O:15])[CH:10]=[CH:11][CH:12]=2)[CH2:42][CH2:41]1. The yield is 0.730.